Dataset: Peptide-MHC class I binding affinity with 185,985 pairs from IEDB/IMGT. Task: Regression. Given a peptide amino acid sequence and an MHC pseudo amino acid sequence, predict their binding affinity value. This is MHC class I binding data. The peptide sequence is LFQLIFFLTL. The MHC is HLA-A23:01 with pseudo-sequence HLA-A23:01. The binding affinity (normalized) is 0.157.